The task is: Regression. Given two drug SMILES strings and cell line genomic features, predict the synergy score measuring deviation from expected non-interaction effect.. This data is from NCI-60 drug combinations with 297,098 pairs across 59 cell lines. Drug 1: C1CC(=O)NC(=O)C1N2C(=O)C3=CC=CC=C3C2=O. Drug 2: CC12CCC3C(C1CCC2OP(=O)(O)O)CCC4=C3C=CC(=C4)OC(=O)N(CCCl)CCCl.[Na+]. Cell line: UACC62. Synergy scores: CSS=3.24, Synergy_ZIP=-0.371, Synergy_Bliss=2.71, Synergy_Loewe=0.204, Synergy_HSA=-0.390.